Dataset: Forward reaction prediction with 1.9M reactions from USPTO patents (1976-2016). Task: Predict the product of the given reaction. (1) Given the reactants Cl.[NH2:2][C:3]1([CH3:22])[CH2:7][CH2:6][CH2:5][CH:4]1[NH:8][C:9](=[O:21])[C:10]1[CH:15]=[CH:14][CH:13]=[CH:12][C:11]=1[N:16]1[N:20]=[CH:19][CH:18]=[N:17]1.Cl[C:24]1[S:25][C:26]2[CH:32]=[C:31]([F:33])[CH:30]=[CH:29][C:27]=2[N:28]=1.CCN(C(C)C)C(C)C, predict the reaction product. The product is: [F:33][C:31]1[CH:30]=[CH:29][C:27]2[N:28]=[C:24]([NH:2][C:3]3([CH3:22])[CH2:7][CH2:6][CH2:5][CH:4]3[NH:8][C:9](=[O:21])[C:10]3[CH:15]=[CH:14][CH:13]=[CH:12][C:11]=3[N:16]3[N:17]=[CH:18][CH:19]=[N:20]3)[S:25][C:26]=2[CH:32]=1. (2) Given the reactants [C:1]([O:5][C:6]([N:8]1[CH2:12][CH2:11][CH2:10][C@H:9]1[C:13]([OH:15])=O)=[O:7])([CH3:4])([CH3:3])[CH3:2].Cl.C(N=C=NCCCN(C)C)C.ON1C2C=CC=CC=2N=N1.[NH:38]([C:40]([O:42][CH2:43][C:44]1[CH:49]=[CH:48][CH:47]=[CH:46][CH:45]=1)=[O:41])[NH2:39], predict the reaction product. The product is: [CH2:43]([O:42][C:40]([NH:38][NH:39][C:13]([C@@H:9]1[CH2:10][CH2:11][CH2:12][N:8]1[C:6]([O:5][C:1]([CH3:2])([CH3:3])[CH3:4])=[O:7])=[O:15])=[O:41])[C:44]1[CH:49]=[CH:48][CH:47]=[CH:46][CH:45]=1. (3) Given the reactants [C:1]1([CH2:7][N:8]2[C:13](=[O:14])[CH2:12][C:11](=[O:15])[N:10]([CH2:16][CH2:17][CH3:18])[C:9]2=[O:19])[CH:6]=[CH:5][CH:4]=[CH:3][CH:2]=1.C(N(C(C)C)CC)(C)C.[N:29]([CH2:32][C:33]([O:35]CC)=[O:34])=[C:30]=[O:31], predict the reaction product. The product is: [OH:15][C:11]1[N:10]([CH2:16][CH2:17][CH3:18])[C:9](=[O:19])[N:8]([CH2:7][C:1]2[CH:2]=[CH:3][CH:4]=[CH:5][CH:6]=2)[C:13](=[O:14])[C:12]=1[C:30]([NH:29][CH2:32][C:33]([OH:35])=[O:34])=[O:31]. (4) Given the reactants [NH:1]1[C:9]2[C:4](=[CH:5][C:6]([C:10]3[C:18]4[C:13](=[N:14][CH:15]=[N:16][C:17]=4[NH2:19])[N:12]([CH3:20])[N:11]=3)=[CH:7][CH:8]=2)[CH2:3][CH2:2]1.[CH3:21][C:22]1[CH:23]=[C:24]([CH2:28][C:29](O)=[O:30])[CH:25]=[CH:26][CH:27]=1.CN(C(ON1N=NC2C=CC=NC1=2)=[N+](C)C)C.F[P-](F)(F)(F)(F)F.CCN(C(C)C)C(C)C, predict the reaction product. The product is: [CH3:20][N:12]1[C:13]2=[N:14][CH:15]=[N:16][C:17]([NH2:19])=[C:18]2[C:10]([C:6]2[CH:5]=[C:4]3[C:9](=[CH:8][CH:7]=2)[N:1]([C:29](=[O:30])[CH2:28][C:24]2[CH:25]=[CH:26][CH:27]=[C:22]([CH3:21])[CH:23]=2)[CH2:2][CH2:3]3)=[N:11]1. (5) The product is: [Cl:1][C:2]1[CH:7]=[CH:6][C:5]([C:8]2[S:9][C:10]3[C:11](=[O:36])[N:12]([C:17]4[CH:22]=[CH:21][C:20]([OH:23])=[C:19]([O:34][CH3:35])[CH:18]=4)[CH:13]=[CH:14][C:15]=3[N:16]=2)=[CH:4][CH:3]=1. Given the reactants [Cl:1][C:2]1[CH:7]=[CH:6][C:5]([C:8]2[S:9][C:10]3[C:11](=[O:36])[N:12]([C:17]4[CH:22]=[CH:21][C:20]([O:23][Si](C(C)C)(C(C)C)C(C)C)=[C:19]([O:34][CH3:35])[CH:18]=4)[CH:13]=[CH:14][C:15]=3[N:16]=2)=[CH:4][CH:3]=1.CCCC[N+](CCCC)(CCCC)CCCC.[F-].Cl, predict the reaction product.